This data is from Full USPTO retrosynthesis dataset with 1.9M reactions from patents (1976-2016). The task is: Predict the reactants needed to synthesize the given product. (1) Given the product [NH2:1][C:4]1[CH:9]=[CH:8][C:7]([OH:10])=[C:6]([O:11][C:12]([F:13])([F:14])[F:15])[CH:5]=1, predict the reactants needed to synthesize it. The reactants are: [N+:1]([C:4]1[CH:9]=[CH:8][C:7]([OH:10])=[C:6]([O:11][C:12]([F:15])([F:14])[F:13])[CH:5]=1)([O-])=O.[Cl-].N.C(O)C. (2) Given the product [CH2:18]([C:17]([C:21]1[CH:29]=[CH:28][C:24]([C:25]([OH:27])=[O:26])=[CH:23][CH:22]=1)=[C:8]([C:10]1[CH:15]=[CH:14][C:13]([OH:16])=[CH:12][CH:11]=1)[C:5]1[CH:6]=[CH:7][C:2]([OH:1])=[CH:3][CH:4]=1)[CH3:19], predict the reactants needed to synthesize it. The reactants are: [OH:1][C:2]1[CH:7]=[CH:6][C:5]([C:8]([C:10]2[CH:15]=[CH:14][C:13]([OH:16])=[CH:12][CH:11]=2)=O)=[CH:4][CH:3]=1.[C:17]([C:21]1[CH:29]=[CH:28][C:24]([C:25]([OH:27])=[O:26])=[CH:23][CH:22]=1)(=O)[CH2:18][CH3:19]. (3) The reactants are: C([O:4][CH:5]([C:9]1[CH:14]=C[C:12](C)=[CH:11][CH:10]=1)C(C)=C)C=C.[C:16]1([C:18](=[CH:20][C:21](=[CH:23][CH:24]=1)[CH3:22])C)[CH3:17]. Given the product [CH3:14][CH:9]([CH2:10]/[C:11](/[CH3:12])=[CH:17]/[C:16]1[CH:24]=[CH:23][C:21]([CH3:22])=[CH:20][CH:18]=1)[CH:5]=[O:4], predict the reactants needed to synthesize it. (4) Given the product [F:33][C:34]1[CH:66]=[CH:65][CH:64]=[C:63]([C:67]([F:70])([F:68])[F:69])[C:35]=1[C:36]([NH:38][C:39]1[CH:44]=[CH:43][C:42]([C:45]2[CH:53]=[C:52]3[C:48]([CH2:49][N:50]([C@@H:55]([CH:60]([CH3:62])[CH3:61])[C:56]([OH:58])=[O:57])[C:51]3=[O:54])=[CH:47][CH:46]=2)=[CH:41][CH:40]=1)=[O:37], predict the reactants needed to synthesize it. The reactants are: C(NC1C=CC(C2C=C3C(CN([C@@H](C(C)C)C(O)=O)C3=O)=CC=2)=CC=1)(=O)C1C=CC=CC=1.[F:33][C:34]1[CH:66]=[CH:65][CH:64]=[C:63]([C:67]([F:70])([F:69])[F:68])[C:35]=1[C:36]([NH:38][C:39]1[CH:44]=[CH:43][C:42]([C:45]2[CH:53]=[C:52]3[C:48]([CH2:49][N:50]([C@@H:55]([CH:60]([CH3:62])[CH3:61])[C:56]([O:58]C)=[O:57])[C:51]3=[O:54])=[CH:47][CH:46]=2)=[CH:41][CH:40]=1)=[O:37].